Dataset: Reaction yield outcomes from USPTO patents with 853,638 reactions. Task: Predict the reaction yield, written as a fraction of the theoretical maximum amount of product (1.0 means a 100% yield; for example, 0.34 means a 34% yield). (1) The reactants are BrC1C=CC(S(N2CCOCC2)(=O)=O)=CC=1.[CH3:17][O:18][CH2:19][O:20][C:21]1[CH:22]=[C:23](/[CH:31]=[CH:32]/[C:33]2[CH:38]=[CH:37][C:36]([S:39]([N:42]3[CH2:47][CH2:46][O:45][CH2:44][CH2:43]3)(=[O:41])=[O:40])=[CH:35][CH:34]=2)[CH:24]=[CH:25][C:26]=1[O:27][CH2:28][O:29][CH3:30].C([O-])([O-])=O.[K+].[K+].[Li+].[Cl-].COCOC1C=C(C=CC=1OCOC)C=C. The catalyst is [N+](CCCC)(CCCC)(CCCC)CCCC.[Br-].C(Cl)Cl.CC([O-])=O.CC([O-])=O.[Pd+2].CN(C=O)C. The product is [CH3:17][O:18][CH2:19][O:20][C:21]1[CH:22]=[C:23](/[CH:31]=[CH:32]/[C:33]2[CH:34]=[CH:35][C:36]([S:39]([N:42]3[CH2:47][CH2:46][O:45][CH2:44][CH2:43]3)(=[O:41])=[O:40])=[CH:37][CH:38]=2)[CH:24]=[CH:25][C:26]=1[O:27][CH2:28][O:29][CH3:30]. The yield is 0.821. (2) The reactants are [NH2:1][C:2](=[C:10]([C:15](=O)[CH:16]([CH3:18])[CH3:17])[C:11]([O:13][CH3:14])=[O:12])[C:3]1[CH:8]=[CH:7][C:6]([F:9])=[CH:5][CH:4]=1.[N:20]#[C:21][NH2:22].C(OCC)(=O)C. The catalyst is O. The product is [NH2:22][C:21]1[N:1]=[C:2]([C:3]2[CH:8]=[CH:7][C:6]([F:9])=[CH:5][CH:4]=2)[C:10]([C:11]([O:13][CH3:14])=[O:12])=[C:15]([CH:16]([CH3:18])[CH3:17])[N:20]=1. The yield is 0.0840. (3) The yield is 1.00. The catalyst is O1CCOCC1. The product is [F:1][C:2]1[CH:3]=[CH:4][C:5]([C@@:8]([CH3:26])([CH2:21][CH2:22][CH:23]([CH3:25])[CH3:24])[C:9]([OH:10])=[O:28])=[CH:6][CH:7]=1. The reactants are [F:1][C:2]1[CH:7]=[CH:6][C:5]([C@@:8]([CH3:26])([CH2:21][CH2:22][CH:23]([CH3:25])[CH3:24])[C:9](N[C@H](C2C=CC=CC=2)CO)=[O:10])=[CH:4][CH:3]=1.S(=O)(=O)(O)[OH:28]. (4) The reactants are [CH3:1][O:2][C:3]1[CH:8]=[CH:7][C:6]([C:9]2[N:14]=[C:13]([NH:15][CH2:16][CH2:17][CH2:18][O:19][C:20]3[CH:21]=[C:22]4[C:26](=[CH:27][CH:28]=3)[C@H:25]([CH2:29][C:30]([O:32]CC)=[O:31])[CH2:24][CH2:23]4)[CH:12]=[CH:11][C:10]=2[C:35]([F:38])([F:37])[F:36])=[CH:5][CH:4]=1.CO.O.[Li+].[OH-]. The catalyst is C1COCC1. The product is [CH3:1][O:2][C:3]1[CH:4]=[CH:5][C:6]([C:9]2[N:14]=[C:13]([NH:15][CH2:16][CH2:17][CH2:18][O:19][C:20]3[CH:21]=[C:22]4[C:26](=[CH:27][CH:28]=3)[C@H:25]([CH2:29][C:30]([OH:32])=[O:31])[CH2:24][CH2:23]4)[CH:12]=[CH:11][C:10]=2[C:35]([F:37])([F:38])[F:36])=[CH:7][CH:8]=1. The yield is 0.880. (5) The reactants are [CH2:1]([O:4][N:5]([C@H:18]1[CH2:23][N:22]([C:24]([O:26][C:27]([CH3:30])([CH3:29])[CH3:28])=[O:25])[C@H:21]([CH2:31][O:32][Si](C(C)(C)C)(C)C)[CH:20]=[C:19]1[C:40](=[O:44])[N:41]([CH3:43])[CH3:42])[S:6]([C:9]1[CH:14]=[CH:13][CH:12]=[CH:11][C:10]=1[N+:15]([O-:17])=[O:16])(=[O:8])=[O:7])[CH:2]=[CH2:3].CCCC[N+](CCCC)(CCCC)CCCC.[F-]. The catalyst is C1COCC1. The product is [CH2:1]([O:4][N:5]([C@H:18]1[CH2:23][N:22]([C:24]([O:26][C:27]([CH3:29])([CH3:30])[CH3:28])=[O:25])[C@H:21]([CH2:31][OH:32])[CH:20]=[C:19]1[C:40](=[O:44])[N:41]([CH3:42])[CH3:43])[S:6]([C:9]1[CH:14]=[CH:13][CH:12]=[CH:11][C:10]=1[N+:15]([O-:17])=[O:16])(=[O:8])=[O:7])[CH:2]=[CH2:3]. The yield is 0.900. (6) The reactants are CN(C)C(=O)C.Br[C:8]1[C:9]([NH:15][C:16]2[CH:21]=[CH:20][C:19]([C:22](=[O:24])[CH3:23])=[CH:18][CH:17]=2)=[N:10][CH:11]=[C:12]([CH3:14])[CH:13]=1.C1CCN2C(=NCCC2)CC1. The catalyst is C([O-])(=O)C.[Pd+2].C([O-])(=O)C.C1(P(C2CCCCC2)C2C=CC=CC=2C2C=CC=CC=2)CCCCC1.O. The product is [CH3:14][C:12]1[CH:11]=[N:10][C:9]2[NH:15][C:16]3[C:21]([C:8]=2[CH:13]=1)=[CH:20][C:19]([C:22](=[O:24])[CH3:23])=[CH:18][CH:17]=3. The yield is 0.147. (7) The reactants are C([O:8][C:9]1[CH:14]=[CH:13][C:12]([CH:15]2[CH2:19][N:18]([C:20]3[CH:21]=[C:22]([CH:25]=[CH:26][CH:27]=3)[C:23]#[N:24])[C:17](=[O:28])[CH2:16]2)=[CH:11][C:10]=1[O:29][CH:30]1[CH2:34][CH2:33][CH2:32][CH2:31]1)C1C=CC=CC=1. The catalyst is CCO.CCOC(C)=O.[Pd]. The product is [CH:30]1([O:29][C:10]2[CH:11]=[C:12]([CH:15]3[CH2:19][N:18]([C:20]4[CH:21]=[C:22]([CH:25]=[CH:26][CH:27]=4)[C:23]#[N:24])[C:17](=[O:28])[CH2:16]3)[CH:13]=[CH:14][C:9]=2[OH:8])[CH2:34][CH2:33][CH2:32][CH2:31]1. The yield is 0.260. (8) The reactants are [CH3:1][C:2]1[C:7]([N+:8]([O-:10])=[O:9])=[CH:6][CH:5]=[C:4]([CH3:11])[N:3]=1.[O:12]1CCOCC1. No catalyst specified. The product is [CH3:1][C:2]1[N:3]=[C:4]([CH:11]=[O:12])[CH:5]=[CH:6][C:7]=1[N+:8]([O-:10])=[O:9]. The yield is 0.750. (9) The reactants are ClC1C=C(C#CC2NOC3NCCC=23)C=CC=1.C(OC([N:25]1[CH:32]2[CH:28]([C:29]([C:33]#[C:34][C:35]3[CH:40]=[CH:39][CH:38]=[C:37]([F:41])[CH:36]=3)=[N:30][O:31]2)[CH2:27][CH2:26]1)=O)(C)(C)C. No catalyst specified. The product is [F:41][C:37]1[CH:36]=[C:35]([C:34]#[C:33][C:29]2[NH:30][O:31][CH:32]3[NH:25][CH2:26][CH2:27][C:28]=23)[CH:40]=[CH:39][CH:38]=1. The yield is 0.950.